This data is from Reaction yield outcomes from USPTO patents with 853,638 reactions. The task is: Predict the reaction yield, written as a fraction of the theoretical maximum amount of product (1.0 means a 100% yield; for example, 0.34 means a 34% yield). (1) The reactants are Cl[N:2]1[C:6](=O)[CH2:5][CH2:4][C:3]1=O.C[N:10]([CH:12]=[CH:13][C:14]([O:16][CH2:17][CH3:18])=[O:15])C.[CH2:19](N(CC)CC)C.Cl.CN([CH:30]=[O:31])C. The catalyst is C(Cl)(Cl)Cl. The product is [CH2:17]([O:16][C:14]([C:13]1[C:12]([C:6]2[CH:5]=[CH:4][CH:3]=[CH:19][N:2]=2)=[N:10][O:31][CH:30]=1)=[O:15])[CH3:18]. The yield is 0.660. (2) The yield is 0.700. The reactants are [F:1][C:2]1[CH:7]=[C:6]([N+:8]([O-:10])=[O:9])[CH:5]=[CH:4][C:3]=1[N:11]1[CH2:16][CH:15]=[C:14]([O:17][Si](C)(C)C)[CH2:13][CH2:12]1.C(=O)(OC)OCC=C.O. The catalyst is CS(C)=O.CC([O-])=O.CC([O-])=O.[Pd+2]. The product is [F:1][C:2]1[CH:7]=[C:6]([N+:8]([O-:10])=[O:9])[CH:5]=[CH:4][C:3]=1[N:11]1[CH:12]=[CH:13][C:14](=[O:17])[CH2:15][CH2:16]1. (3) The reactants are [C:1]([O:5][C:6]([N:8]([C:34]([O:36][C:37]([CH3:40])([CH3:39])[CH3:38])=[O:35])[CH2:9][CH2:10][C:11]([NH:14][C:15]1[CH:16]=[C:17]([CH:28]=[CH:29][C:30]=1[N+:31]([O-])=O)[C:18]([O:20][CH2:21][C:22]1[CH:27]=[CH:26][CH:25]=[CH:24][CH:23]=1)=[O:19])([CH3:13])[CH3:12])=[O:7])([CH3:4])([CH3:3])[CH3:2].C(O)(=O)C. The catalyst is CO.[Zn]. The product is [NH2:31][C:30]1[CH:29]=[CH:28][C:17]([C:18]([O:20][CH2:21][C:22]2[CH:23]=[CH:24][CH:25]=[CH:26][CH:27]=2)=[O:19])=[CH:16][C:15]=1[NH:14][C:11]([CH3:13])([CH2:10][CH2:9][N:8]([C:34]([O:36][C:37]([CH3:40])([CH3:39])[CH3:38])=[O:35])[C:6]([O:5][C:1]([CH3:2])([CH3:4])[CH3:3])=[O:7])[CH3:12]. The yield is 0.940. (4) The product is [CH:26]1([N:25]2[C:24]3[CH:32]=[CH:33][C:34]([C:36]([OH:38])=[O:37])=[CH:35][C:23]=3[N:22]=[C:21]2[C:16]2[CH:17]=[C:18]3[C:13](=[CH:14][CH:15]=2)[N:12]=[C:11]([C:10]2[CH:9]=[C:8]([O:39][CH3:40])[CH:7]=[CH:6][C:5]=2[C:4]2[O:46][CH:43]=[CH:42][CH:41]=2)[CH:20]=[CH:19]3)[CH2:27][CH2:28][CH2:29][CH2:30][CH2:31]1. The yield is 0.0500. The reactants are ClC1C=[C:4]([CH:41]=[CH:42][C:43]=1F)[C:5]1[C:10]([C:11]2[CH:20]=[CH:19][C:18]3[C:13](=[CH:14][CH:15]=[C:16]([C:21]4[N:25]([CH:26]5[CH2:31][CH2:30][CH2:29][CH2:28][CH2:27]5)[C:24]5[CH:32]=[CH:33][C:34]([C:36]([OH:38])=[O:37])=[CH:35][C:23]=5[N:22]=4)[CH:17]=3)[N:12]=2)=[CH:9][C:8]([O:39][CH3:40])=[CH:7][CH:6]=1.C[O:46]C(C1C=CC2N(C3CCCCC3)C(C3C=C4C(=CC=3)N=C(C3C=C(OC)C=CC=3Br)C=C4)=NC=2C=1)=O.O1C=CC=C1B(O)O. No catalyst specified. (5) The catalyst is Br. The reactants are [CH3:1][N:2]([CH3:25])[C:3]1([C:19]2[CH:24]=[CH:23][CH:22]=[CH:21][CH:20]=2)[CH2:8][CH2:7][C:6]([C:9]2[NH:10][C:11]3[C:16]([C:17]=2[CH3:18])=[CH:15][CH:14]=[CH:13][CH:12]=3)=[CH:5][CH2:4]1. The yield is 0.550. The product is [CH3:25][N:2]([CH3:1])[C:3]1([C:19]2[CH:20]=[CH:21][CH:22]=[CH:23][CH:24]=2)[CH2:4][CH2:5][CH:6]([C:9]2[NH:10][C:11]3[C:16]([C:17]=2[CH3:18])=[CH:15][CH:14]=[CH:13][CH:12]=3)[CH2:7][CH2:8]1. (6) The reactants are [F:1][C:2]1[C:9]([F:10])=[C:8](F)[CH:7]=[CH:6][C:3]=1[C:4]#[N:5].[CH3:12][NH:13][CH3:14]. No catalyst specified. The product is [CH3:12][N:13]([CH3:14])[C:8]1[CH:7]=[CH:6][C:3]([C:4]#[N:5])=[C:2]([F:1])[C:9]=1[F:10]. The yield is 0.600. (7) The yield is 0.930. The product is [Br:19][C:11]1[C:7]([C:1]2[CH:2]=[CH:3][CH:4]=[CH:5][CH:6]=2)=[N:8][NH:9][CH:10]=1. The catalyst is CN(C=O)C. The reactants are [C:1]1([C:7]2[CH:11]=[CH:10][NH:9][N:8]=2)[CH:6]=[CH:5][CH:4]=[CH:3][CH:2]=1.C1C(=O)N([Br:19])C(=O)C1.O. (8) The reactants are [CH:1]1([C:4]2[C:5]([N+:15]([O-:17])=[O:16])=[CH:6][C:7]([N+:12]([O-])=O)=[C:8]([CH:11]=2)[CH:9]=O)[CH2:3][CH2:2]1.[CH3:18][C:19]1[CH:20]=[CH:21][C:22]([NH2:25])=[N:23][CH:24]=1.C1(P(C2C=CC=CC=2)C2C=CC=CC=2)C=CC=CC=1. The catalyst is CCO.C(Cl)Cl. The product is [CH:1]1([C:4]2[C:5]([N+:15]([O-:17])=[O:16])=[CH:6][C:7]3[C:8](=[CH:9][N:25]([C:22]4[CH:21]=[CH:20][C:19]([CH3:18])=[CH:24][N:23]=4)[N:12]=3)[CH:11]=2)[CH2:3][CH2:2]1. The yield is 0.430.